From a dataset of Catalyst prediction with 721,799 reactions and 888 catalyst types from USPTO. Predict which catalyst facilitates the given reaction. (1) Reactant: Cl[C:2]1[C:7]([Cl:8])=[CH:6][C:5]([C:9]([F:12])([F:11])[F:10])=[CH:4][N:3]=1.[I-:13].[Na+].C(Cl)(=O)C. Product: [Cl:8][C:7]1[C:2]([I:13])=[N:3][CH:4]=[C:5]([C:9]([F:12])([F:11])[F:10])[CH:6]=1. The catalyst class is: 10. (2) Reactant: [C:1]1([C:7]2[N:8]=[C:9]([CH2:12][CH2:13][NH:14][C:15](=[O:21])[O:16][C:17]([CH3:20])([CH3:19])[CH3:18])[NH:10][CH:11]=2)[CH:6]=[CH:5][CH:4]=[CH:3][CH:2]=1.C(=O)([O-])[O-].[K+].[K+].Br[CH2:29][CH2:30][O:31][CH3:32].C(OCC)(=O)C. Product: [CH3:32][O:31][CH2:30][CH2:29][N:10]1[CH:11]=[C:7]([C:1]2[CH:2]=[CH:3][CH:4]=[CH:5][CH:6]=2)[N:8]=[C:9]1[CH2:12][CH2:13][NH:14][C:15](=[O:21])[O:16][C:17]([CH3:18])([CH3:20])[CH3:19]. The catalyst class is: 3. (3) Reactant: [NH:1]1[CH:5]=[CH:4][N:3]=[C:2]1[CH2:6][C:7]#[N:8].C([O:11][C:12](=O)[CH:13]([C:17]1[N:18]=[C:19]([CH3:22])[S:20][CH:21]=1)[C:14]([CH3:16])=O)C.C([O-])(=O)C.[NH4+]. Product: [CH3:16][C:14]1[C:6]([C:7]#[N:8])=[C:2]2[NH:3][CH:4]=[CH:5][N:1]2[C:12](=[O:11])[C:13]=1[C:17]1[N:18]=[C:19]([CH3:22])[S:20][CH:21]=1. The catalyst class is: 6. (4) Reactant: Cl.[NH2:2][CH2:3][C:4](=O)[CH2:5][CH2:6][C:7]([OH:9])=[O:8].[C:11]1(=O)[CH2:16][CH2:15][CH2:14][C:13](=[O:17])[CH2:12]1.C([O-])(=O)C.[Na+]. Product: [C:7]([CH2:6][CH2:5][C:4]1[C:12]2[C:13](=[O:17])[CH2:14][CH2:15][CH2:16][C:11]=2[NH:2][CH:3]=1)([OH:9])=[O:8]. The catalyst class is: 6. (5) Reactant: [OH:1][CH2:2][CH2:3][N:4]1[C:12]2[C:7](=[CH:8][CH:9]=[C:10]([C:13]([O:15][CH3:16])=[O:14])[CH:11]=2)[CH:6]=[CH:5]1.C1C=CC(P(C2C=CC=CC=2)C2C=CC=CC=2)=CC=1.[F:36][C:37]1[CH:38]=[C:39](O)[CH:40]=[CH:41][CH:42]=1.CC(OC(/N=N/C(OC(C)C)=O)=O)C. Product: [F:36][C:37]1[CH:42]=[C:41]([CH:40]=[CH:39][CH:38]=1)[O:1][CH2:2][CH2:3][N:4]1[C:12]2[C:7](=[CH:8][CH:9]=[C:10]([C:13]([O:15][CH3:16])=[O:14])[CH:11]=2)[CH:6]=[CH:5]1. The catalyst class is: 1. (6) Product: [O:21]1[C:25]2[CH:26]=[CH:27][CH:28]=[CH:29][C:24]=2[CH:23]=[C:22]1[S:30]([NH:1][C:2]1[CH:7]=[CH:6][C:5]([Cl:8])=[CH:4][C:3]=1[S:9][CH2:10][C:11]1[CH:20]=[CH:19][CH:18]=[CH:17][C:12]=1[C:13]([O:15][CH3:16])=[O:14])(=[O:32])=[O:31]. The catalyst class is: 17. Reactant: [NH2:1][C:2]1[CH:7]=[CH:6][C:5]([Cl:8])=[CH:4][C:3]=1[S:9][CH2:10][C:11]1[CH:20]=[CH:19][CH:18]=[CH:17][C:12]=1[C:13]([O:15][CH3:16])=[O:14].[O:21]1[C:25]2[CH:26]=[CH:27][CH:28]=[CH:29][C:24]=2[CH:23]=[C:22]1[S:30](Cl)(=[O:32])=[O:31].